Predict the reactants needed to synthesize the given product. From a dataset of Full USPTO retrosynthesis dataset with 1.9M reactions from patents (1976-2016). Given the product [OH:17][CH:16]([C:15]1[C:14]([C:32]2[CH:37]=[CH:36][CH:35]=[CH:34][CH:33]=2)=[N:13][N:11]2[CH:12]=[C:7]([O:6][CH3:5])[CH:8]=[CH:9][C:10]=12)[C:18]1[CH:19]=[C:20]([CH:26]=[C:27]([N+:29]([O-:31])=[O:30])[CH:28]=1)[C:21]([O:23][CH2:24][CH3:25])=[O:22], predict the reactants needed to synthesize it. The reactants are: CO.[BH4-].[Na+].[CH3:5][O:6][C:7]1[CH:8]=[CH:9][C:10]2[N:11]([N:13]=[C:14]([C:32]3[CH:37]=[CH:36][CH:35]=[CH:34][CH:33]=3)[C:15]=2[C:16]([C:18]2[CH:19]=[C:20]([CH:26]=[C:27]([N+:29]([O-:31])=[O:30])[CH:28]=2)[C:21]([O:23][CH2:24][CH3:25])=[O:22])=[O:17])[CH:12]=1.[Cl-].[NH4+].